Predict the reactants needed to synthesize the given product. From a dataset of Full USPTO retrosynthesis dataset with 1.9M reactions from patents (1976-2016). (1) Given the product [NH:1]1[C:9]2[C:4](=[CH:5][CH:6]=[CH:7][CH:8]=2)[C:3](/[CH:10]=[C:11]2\[O:12][C:13]3[C:20](/[CH:21]=[CH:22]\[CH2:23][CH2:24][N:25]4[CH2:26][CH2:27][NH:28][CH2:29][CH2:30]4)=[C:19]([O:38][CH3:39])[CH:18]=[CH:17][C:14]=3[C:15]\2=[O:16])=[N:2]1, predict the reactants needed to synthesize it. The reactants are: [NH:1]1[C:9]2[C:4](=[CH:5][CH:6]=[CH:7][CH:8]=2)[C:3](/[CH:10]=[C:11]2\[O:12][C:13]3[C:20](/[CH:21]=[CH:22]\[CH2:23][CH2:24][N:25]4[CH2:30][CH2:29][N:28](C(OC(C)(C)C)=O)[CH2:27][CH2:26]4)=[C:19]([O:38][CH3:39])[CH:18]=[CH:17][C:14]=3[C:15]\2=[O:16])=[N:2]1.Cl. (2) Given the product [CH2:1]([NH:3][C:4](=[O:48])[C@@H:5]([NH:15][C:16]([C:18]1[CH:22]=[C:21]([C:23]2[CH:28]=[C:27]([O:29][C:30]3[CH:35]=[CH:34][C:33]([NH:36][C:37]([NH:39][C:40]4[CH:45]=[CH:44][CH:43]=[C:42]([CH3:46])[CH:41]=4)=[O:38])=[C:32]([F:47])[CH:31]=3)[CH:26]=[CH:25][N:24]=2)[NH:20][CH:19]=1)=[O:17])[CH2:6][CH2:7][C:8]([OH:10])=[O:9])[CH3:2], predict the reactants needed to synthesize it. The reactants are: [CH2:1]([NH:3][C:4](=[O:48])[C@@H:5]([NH:15][C:16]([C:18]1[CH:22]=[C:21]([C:23]2[CH:28]=[C:27]([O:29][C:30]3[CH:35]=[CH:34][C:33]([NH:36][C:37]([NH:39][C:40]4[CH:45]=[CH:44][CH:43]=[C:42]([CH3:46])[CH:41]=4)=[O:38])=[C:32]([F:47])[CH:31]=3)[CH:26]=[CH:25][N:24]=2)[NH:20][CH:19]=1)=[O:17])[CH2:6][CH2:7][C:8]([O:10]C(C)(C)C)=[O:9])[CH3:2].C(O)(C(F)(F)F)=O.